Dataset: Full USPTO retrosynthesis dataset with 1.9M reactions from patents (1976-2016). Task: Predict the reactants needed to synthesize the given product. (1) Given the product [Cl:20][C:21]1[S:25][C:24]([CH:26]=[C:14]2[CH2:13][CH2:12][C:11]3[C:16](=[CH:17][CH:18]=[C:9]([O:8][CH2:7][CH2:6][N:1]4[CH:5]=[CH:4][N:3]=[CH:2]4)[CH:10]=3)[C:15]2=[O:19])=[CH:23][CH:22]=1, predict the reactants needed to synthesize it. The reactants are: [N:1]1([CH2:6][CH2:7][O:8][C:9]2[CH:10]=[C:11]3[C:16](=[CH:17][CH:18]=2)[C:15](=[O:19])[CH2:14][CH2:13][CH2:12]3)[CH:5]=[CH:4][N:3]=[CH:2]1.[Cl:20][C:21]1[S:25][C:24]([CH:26]=O)=[CH:23][CH:22]=1. (2) Given the product [F:1][C:2]1[CH:3]=[C:4]([C:15]2[C:16]3[C:17]4[CH:30]=[CH:29][S:28][C:18]=4[CH:19]=[N:20][C:21]=3[CH:22]=[CH:23][C:24]=2[OH:25])[CH:5]=[CH:6][C:7]=1[CH2:8][N:9]1[CH2:13][CH2:12][CH:11]([OH:14])[CH2:10]1, predict the reactants needed to synthesize it. The reactants are: [F:1][C:2]1[CH:3]=[C:4]([C:15]2[C:16]3[C:17]4[CH:30]=[CH:29][S:28][C:18]=4[C:19](=O)[NH:20][C:21]=3[CH:22]=[CH:23][C:24]=2[O:25]C)[CH:5]=[CH:6][C:7]=1[CH2:8][N:9]1[CH2:13][CH2:12][CH:11]([OH:14])[CH2:10]1.BrB(Br)Br. (3) Given the product [Cl:1][C:2]1[CH:15]=[CH:14][C:5]([CH2:6][NH:7][C:8](=[O:13])[C:9]([F:12])([F:11])[F:10])=[CH:4][C:3]=1[NH:16][NH:17][C:23]([O:22][C:19]([CH3:21])([CH3:20])[CH3:18])=[O:24], predict the reactants needed to synthesize it. The reactants are: [Cl:1][C:2]1[CH:15]=[CH:14][C:5]([CH2:6][NH:7][C:8](=[O:13])[C:9]([F:12])([F:11])[F:10])=[CH:4][C:3]=1[NH:16][NH2:17].[CH3:18][C:19]([O:22][C:23](O[C:23]([O:22][C:19]([CH3:21])([CH3:20])[CH3:18])=[O:24])=[O:24])([CH3:21])[CH3:20].C([O-])([O-])=O.[Na+].[Na+].C(#N)C.